Dataset: Full USPTO retrosynthesis dataset with 1.9M reactions from patents (1976-2016). Task: Predict the reactants needed to synthesize the given product. (1) Given the product [C:25]([O:29][C:30](=[O:48])[NH:31][CH2:32][CH2:33][C:34](=[O:47])[NH:35][C:36]1[CH:41]=[CH:40][C:39]([CH2:42][CH2:43][CH2:44][CH2:45][NH:46][C:14]([NH2:17])=[N:13][C:11]([C:4]2[C:3]([NH2:2])=[N:8][C:7]([NH2:9])=[C:6]([Cl:10])[N:5]=2)=[O:12])=[CH:38][CH:37]=1)([CH3:28])([CH3:26])[CH3:27], predict the reactants needed to synthesize it. The reactants are: I.[NH2:2][C:3]1[C:4]([C:11]([NH:13][C:14](=[NH:17])SC)=[O:12])=[N:5][C:6]([Cl:10])=[C:7]([NH2:9])[N:8]=1.C(N(CC)CC)C.[C:25]([O:29][C:30](=[O:48])[NH:31][CH2:32][CH2:33][C:34](=[O:47])[NH:35][C:36]1[CH:41]=[CH:40][C:39]([CH2:42][CH2:43][CH2:44][CH2:45][NH2:46])=[CH:38][CH:37]=1)([CH3:28])([CH3:27])[CH3:26]. (2) Given the product [CH3:19][N:12]1[CH2:11][CH:10]=[C:9]([CH2:8][C:7]2[CH:15]=[CH:16][C:4]([N+:1]([O-:3])=[O:2])=[CH:5][CH:6]=2)[CH2:14][CH2:13]1, predict the reactants needed to synthesize it. The reactants are: [N+:1]([C:4]1[CH:16]=[CH:15][C:7]([CH2:8][C:9]2[CH:14]=[CH:13][N:12]=[CH:11][CH:10]=2)=[CH:6][CH:5]=1)([O-:3])=[O:2].[OH-].[Na+].[CH3:19]I. (3) Given the product [ClH:19].[Cl:19][C:20]1[CH:21]=[C:22]2[C:27](=[CH:28][CH:29]=1)[CH:26]=[C:25]([S:30]([N:33]1[CH2:34][CH2:35][N:36]([C:6](=[O:8])[C:5]3[CH:9]=[CH:10][C:11]([C:12]4[CH:17]=[CH:16][N:15]=[CH:14][CH:13]=4)=[C:3]([O:2][CH3:1])[CH:4]=3)[CH2:37][CH2:38]1)(=[O:31])=[O:32])[CH:24]=[CH:23]2, predict the reactants needed to synthesize it. The reactants are: [CH3:1][O:2][C:3]1[CH:4]=[C:5]([CH:9]=[CH:10][C:11]=1[C:12]1[CH:17]=[CH:16][N:15]=[CH:14][CH:13]=1)[C:6]([OH:8])=O.Cl.[Cl:19][C:20]1[CH:21]=[C:22]2[C:27](=[CH:28][CH:29]=1)[CH:26]=[C:25]([S:30]([N:33]1[CH2:38][CH2:37][NH:36][CH2:35][CH2:34]1)(=[O:32])=[O:31])[CH:24]=[CH:23]2.